Dataset: TCR-epitope binding with 47,182 pairs between 192 epitopes and 23,139 TCRs. Task: Binary Classification. Given a T-cell receptor sequence (or CDR3 region) and an epitope sequence, predict whether binding occurs between them. (1) The epitope is SEISMDNSPNL. The TCR CDR3 sequence is CASSLANGGNEQFF. Result: 1 (the TCR binds to the epitope). (2) The epitope is FTISVTTEIL. The TCR CDR3 sequence is CAISEDVGGDYGYTF. Result: 0 (the TCR does not bind to the epitope). (3) The epitope is IVTDFSVIK. The TCR CDR3 sequence is CASSIRSSYEQYF. Result: 1 (the TCR binds to the epitope). (4) The epitope is SLFNTVATLY. The TCR CDR3 sequence is CASSEASGGAETQYF. Result: 1 (the TCR binds to the epitope). (5) The epitope is VLWAHGFEL. The TCR CDR3 sequence is CASSLGWGQHNEQFF. Result: 1 (the TCR binds to the epitope). (6) The epitope is MLNIPSINV. The TCR CDR3 sequence is CAISELAGYTGELFF. Result: 0 (the TCR does not bind to the epitope).